From a dataset of Forward reaction prediction with 1.9M reactions from USPTO patents (1976-2016). Predict the product of the given reaction. (1) Given the reactants [C:1]([NH:5][C:6]1[CH:11]=[CH:10][C:9]([NH:12][C:13](=[O:20])OCC(Cl)(Cl)Cl)=[CH:8][CH:7]=1)(=[O:4])[CH2:2][CH3:3].[C:21]1([C:27]2[N:28]=[C:29]([N:32]3[CH2:37][CH2:36][NH:35][CH2:34][CH2:33]3)[S:30][CH:31]=2)[CH:26]=[CH:25][CH:24]=[CH:23][CH:22]=1.C(N(C(C)C)CC)(C)C.CS(C)=O, predict the reaction product. The product is: [C:21]1([C:27]2[N:28]=[C:29]([N:32]3[CH2:37][CH2:36][N:35]([C:13]([NH:12][C:9]4[CH:8]=[CH:7][C:6]([NH:5][C:1](=[O:4])[CH2:2][CH3:3])=[CH:11][CH:10]=4)=[O:20])[CH2:34][CH2:33]3)[S:30][CH:31]=2)[CH:22]=[CH:23][CH:24]=[CH:25][CH:26]=1. (2) Given the reactants [I-:1].C([O:7][C:8]1[CH:13]=[CH:12][C:11]([CH3:14])=[CH:10][C:9]=1[C@@H:15]([C:26]1[CH:31]=[CH:30][CH:29]=[CH:28][CH:27]=1)[CH2:16][CH2:17][N+:18]([CH:23]([CH3:25])[CH3:24])([CH:20]([CH3:22])[CH3:21])[CH3:19])(=O)CCC, predict the reaction product. The product is: [I-:1].[OH:7][C:8]1[CH:13]=[CH:12][C:11]([CH3:14])=[CH:10][C:9]=1[C@@H:15]([C:26]1[CH:27]=[CH:28][CH:29]=[CH:30][CH:31]=1)[CH2:16][CH2:17][N+:18]([CH:23]([CH3:25])[CH3:24])([CH:20]([CH3:21])[CH3:22])[CH3:19].